From a dataset of Forward reaction prediction with 1.9M reactions from USPTO patents (1976-2016). Predict the product of the given reaction. (1) Given the reactants [CH2:1]([N:3]1[C:7]([OH:8])=[CH:6][C:5]([C:9]2[CH:14]=[CH:13][CH:12]=[CH:11][N:10]=2)=[N:4]1)[CH3:2].[H-].[Na+].C1C=CC(N([S:24]([C:27]([F:30])([F:29])[F:28])(=[O:26])=[O:25])[S:24]([C:27]([F:30])([F:29])[F:28])(=[O:26])=[O:25])=CC=1.O, predict the reaction product. The product is: [CH2:1]([N:3]1[C:7]([O:8][S:24]([C:27]([F:30])([F:29])[F:28])(=[O:26])=[O:25])=[CH:6][C:5]([C:9]2[CH:14]=[CH:13][CH:12]=[CH:11][N:10]=2)=[N:4]1)[CH3:2]. (2) Given the reactants [H-].[Al+3].[Li+].[H-].[H-].[H-].[CH2:7]([NH:14][C:15](=O)[CH2:16][CH2:17][C:18]1[CH:23]=[CH:22][C:21]([OH:24])=[CH:20][CH:19]=1)[C:8]1[CH:13]=[CH:12][CH:11]=[CH:10][CH:9]=1.[H-].[Al+3].[Li+].[H-].[H-].[H-].O1CCCC1, predict the reaction product. The product is: [CH2:7]([NH:14][CH2:15][CH2:16][CH2:17][C:18]1[CH:19]=[CH:20][C:21]([OH:24])=[CH:22][CH:23]=1)[C:8]1[CH:9]=[CH:10][CH:11]=[CH:12][CH:13]=1. (3) Given the reactants [F:1][C:2]1[CH:7]=[C:6]([C:8]([O:10]C)=O)[C:5]([N:12]=[C:13]=[S:14])=[CH:4][C:3]=1[C:15]([O:17]C)=[O:16].[CH3:19][O:20][C:21]1[C:26]([O:27][CH3:28])=[CH:25][N:24]=[C:23]([NH2:29])[N:22]=1.[OH-].[Na+].Cl, predict the reaction product. The product is: [CH3:19][O:20][C:21]1[C:26]([O:27][CH3:28])=[CH:25][N:24]=[C:23]([N:29]2[C:8](=[O:10])[C:6]3[C:5](=[CH:4][C:3]([C:15]([OH:17])=[O:16])=[C:2]([F:1])[CH:7]=3)[NH:12][C:13]2=[S:14])[N:22]=1. (4) Given the reactants [Cl:1][C:2]1[CH:7]=[CH:6][C:5]([NH:8][C:9](=[O:22])[C:10]2[CH:15]=[CH:14][C:13]([N:16]3[CH2:21][CH2:20][NH:19][CH2:18][CH2:17]3)=[N:12][CH:11]=2)=[CH:4][C:3]=1[NH:23][C:24](=[O:32])[C:25]1[CH:30]=[CH:29][C:28]([F:31])=[CH:27][CH:26]=1.[C:33](Cl)(=[O:38])[CH2:34][CH:35]([CH3:37])[CH3:36], predict the reaction product. The product is: [CH3:36][CH:35]([CH3:37])[CH2:34][C:33]([N:19]1[CH2:18][CH2:17][N:16]([C:13]2[N:12]=[CH:11][C:10]([C:9]([NH:8][C:5]3[CH:6]=[CH:7][C:2]([Cl:1])=[C:3]([NH:23][C:24](=[O:32])[C:25]4[CH:30]=[CH:29][C:28]([F:31])=[CH:27][CH:26]=4)[CH:4]=3)=[O:22])=[CH:15][CH:14]=2)[CH2:21][CH2:20]1)=[O:38]. (5) Given the reactants [C:1]([O:5][C:6]([C@@H:8]1[CH2:12][CH2:11][C:10](=[O:13])[N:9]1[C:14]([O:16][C:17]([CH3:20])([CH3:19])[CH3:18])=[O:15])=[O:7])([CH3:4])([CH3:3])[CH3:2].CC(C[AlH]CC(C)C)C, predict the reaction product. The product is: [C:1]([O:5][C:6]([C@@H:8]1[CH2:12][CH2:11][CH:10]([OH:13])[N:9]1[C:14]([O:16][C:17]([CH3:20])([CH3:19])[CH3:18])=[O:15])=[O:7])([CH3:4])([CH3:3])[CH3:2]. (6) Given the reactants [Br:1][C:2]1[CH:7]=[CH:6][N:5]=[C:4]2[N:8]([S:11]([C:14]3[CH:20]=[CH:19][C:17]([CH3:18])=[CH:16][CH:15]=3)(=[O:13])=[O:12])[CH:9]=[CH:10][C:3]=12.C([N-]C(C)C)(C)C.[Li+].CCCCCCC.O1CCCC1.C(C1C=CC=CC=1)C.[I:49]I.S([O-])([O-])(=O)=S.[Na+].[Na+], predict the reaction product. The product is: [Br:1][C:2]1[CH:7]=[CH:6][N:5]=[C:4]2[N:8]([S:11]([C:14]3[CH:20]=[CH:19][C:17]([CH3:18])=[CH:16][CH:15]=3)(=[O:13])=[O:12])[C:9]([I:49])=[CH:10][C:3]=12. (7) Given the reactants F[C:2]1[CH:3]=[C:4]([NH:8][C:9]2[N:20]=[CH:19][CH:18]=[CH:17][C:10]=2[C:11]([NH:13][CH2:14][C:15]#[CH:16])=[O:12])[CH:5]=[CH:6][CH:7]=1.[N:21]([CH2:24][C:25]1[CH:30]=[CH:29][CH:28]=[C:27]([O:31][C:32]2[CH:37]=[CH:36][CH:35]=[CH:34][CH:33]=2)[CH:26]=1)=[N+:22]=[N-:23].O.[O:39]=[C:40]1O[C@H]([C@H](CO)O)C([O-])=C1O.[Na+], predict the reaction product. The product is: [CH3:40][O:39][C:7]1[CH:6]=[CH:5][C:4]([NH:8][C:9]2[N:20]=[CH:19][CH:18]=[CH:17][C:10]=2[C:11]([NH:13][CH2:14][C:15]2[N:23]=[N:22][N:21]([CH2:24][C:25]3[CH:30]=[CH:29][CH:28]=[C:27]([O:31][C:32]4[CH:37]=[CH:36][CH:35]=[CH:34][CH:33]=4)[CH:26]=3)[CH:16]=2)=[O:12])=[CH:3][CH:2]=1. (8) Given the reactants Br[C:2]1[CH:6]=[CH:5][O:4][CH:3]=1.[CH3:7][CH:8]([CH3:13])[CH:9]([OH:12])[CH:10]=[CH2:11].C(=O)(O)[O-].[Na+], predict the reaction product. The product is: [O:4]1[CH:5]=[CH:6][C:2]([CH2:11][CH2:10][C:9](=[O:12])[CH:8]([CH3:13])[CH3:7])=[CH:3]1.